From a dataset of Full USPTO retrosynthesis dataset with 1.9M reactions from patents (1976-2016). Predict the reactants needed to synthesize the given product. (1) Given the product [ClH:36].[Cl:36][C:33]1[S:32][C:31]([C:28]2[CH:27]=[CH:26][C:25]([S:22]([NH:21][C:16]3[C:17]([O:19][CH3:20])=[CH:18][C:11]4[CH2:10][CH2:9][NH:8][CH2:14][CH2:13][C:12]=4[CH:15]=3)(=[O:24])=[O:23])=[CH:30][CH:29]=2)=[CH:35][CH:34]=1, predict the reactants needed to synthesize it. The reactants are: C(OC([N:8]1[CH2:14][CH2:13][C:12]2[CH:15]=[C:16]([NH:21][S:22]([C:25]3[CH:30]=[CH:29][C:28]([C:31]4[S:32][C:33]([Cl:36])=[CH:34][CH:35]=4)=[CH:27][CH:26]=3)(=[O:24])=[O:23])[C:17]([O:19][CH3:20])=[CH:18][C:11]=2[CH2:10][CH2:9]1)=O)(C)(C)C.Cl.C(OCC)C. (2) The reactants are: CO[C:3]([C:9]1[CH:14]=[CH:13][C:12]([O:15][C:16]2[CH:21]=[CH:20][CH:19]=[CH:18][CH:17]=2)=[CH:11][CH:10]=1)=[C:4]([C:7]#[N:8])[C:5]#[N:6].[Br:22][C:23]1[CH:24]=[N:25][CH:26]=[CH:27][C:28]=1[NH:29][NH2:30]. Given the product [NH2:6][C:5]1[N:29]([C:28]2[CH:27]=[CH:26][N:25]=[CH:24][C:23]=2[Br:22])[N:30]=[C:3]([C:9]2[CH:14]=[CH:13][C:12]([O:15][C:16]3[CH:21]=[CH:20][CH:19]=[CH:18][CH:17]=3)=[CH:11][CH:10]=2)[C:4]=1[C:7]#[N:8], predict the reactants needed to synthesize it. (3) Given the product [C:1]([O:5][C:6]([N:8]1[CH2:9][CH2:10][N:11]([C:14]2[CH:19]=[CH:18][CH:17]=[CH:16][C:15]=2[O:20][CH2:21][CH:22]([N:24]([S:25]([CH3:28])(=[O:27])=[O:26])[CH3:33])[CH3:23])[CH2:12][CH2:13]1)=[O:7])([CH3:4])([CH3:2])[CH3:3], predict the reactants needed to synthesize it. The reactants are: [C:1]([O:5][C:6]([N:8]1[CH2:13][CH2:12][N:11]([C:14]2[CH:19]=[CH:18][CH:17]=[CH:16][C:15]=2[O:20][CH2:21][CH:22]([NH:24][S:25]([CH3:28])(=[O:27])=[O:26])[CH3:23])[CH2:10][CH2:9]1)=[O:7])([CH3:4])([CH3:3])[CH3:2].[H-].[Na+].CI.[C:33](OCC)(=O)C. (4) Given the product [C:1]([O:5][C:6]([NH:8][C@H:9]1[CH2:14][C:13]([C:15]([O:17][CH3:27])=[O:16])=[CH:12][CH2:11][C@@H:10]1[C:18]1[CH:23]=[C:22]([F:24])[C:21]([F:25])=[CH:20][C:19]=1[F:26])=[O:7])([CH3:4])([CH3:2])[CH3:3], predict the reactants needed to synthesize it. The reactants are: [C:1]([O:5][C:6]([NH:8][C@@H:9]1[CH2:14][C:13]([C:15]([OH:17])=[O:16])=[CH:12][CH2:11][C@H:10]1[C:18]1[CH:23]=[C:22]([F:24])[C:21]([F:25])=[CH:20][C:19]=1[F:26])=[O:7])([CH3:4])([CH3:3])[CH3:2].[CH3:27][Si](C=[N+]=[N-])(C)C.C(O)(=O)C.